Dataset: Peptide-MHC class II binding affinity with 134,281 pairs from IEDB. Task: Regression. Given a peptide amino acid sequence and an MHC pseudo amino acid sequence, predict their binding affinity value. This is MHC class II binding data. (1) The peptide sequence is SLSELTDALRTLGST. The MHC is HLA-DQA10401-DQB10402 with pseudo-sequence HLA-DQA10401-DQB10402. The binding affinity (normalized) is 0.0770. (2) The MHC is DRB1_0401 with pseudo-sequence DRB1_0401. The binding affinity (normalized) is 0.121. The peptide sequence is YISAIVQGERMDEPIPA. (3) The peptide sequence is RLMSMRSVQRNTVFK. The MHC is DRB1_0101 with pseudo-sequence DRB1_0101. The binding affinity (normalized) is 0.809. (4) The peptide sequence is VRVDMVRHRIKEHML. The MHC is DRB1_0101 with pseudo-sequence DRB1_0101. The binding affinity (normalized) is 0.431. (5) The peptide sequence is ENGSMRVFVDVIRALD. The MHC is DRB4_0101 with pseudo-sequence DRB4_0103. The binding affinity (normalized) is 0.158. (6) The MHC is DRB1_1602 with pseudo-sequence DRB1_1602. The binding affinity (normalized) is 0.806. The peptide sequence is AFSPEVIPMFSALSEGA. (7) The peptide sequence is LIINWLQEALSSASL. The binding affinity (normalized) is 0.193. The MHC is HLA-DPA10103-DPB10401 with pseudo-sequence HLA-DPA10103-DPB10401.